Dataset: Full USPTO retrosynthesis dataset with 1.9M reactions from patents (1976-2016). Task: Predict the reactants needed to synthesize the given product. (1) Given the product [C:1]([O:5][C:6]([N:8]1[CH2:13][CH2:12][N:11]([CH2:14][C:15]2[C:16]([Br:42])=[C:17]3[C:18]([C:25](=[O:40])[N:26]([CH2:27][C:28]4[CH:33]=[C:32]([Cl:34])[CH:31]=[CH:30][C:29]=4[S:35]([CH2:38][CH3:39])(=[O:37])=[O:36])[C:51](=[O:54])[NH:41]3)=[CH:19][C:20]=2[C:21]([F:22])([F:23])[F:24])[CH2:10][CH2:9]1)=[O:7])([CH3:2])([CH3:3])[CH3:4], predict the reactants needed to synthesize it. The reactants are: [C:1]([O:5][C:6]([N:8]1[CH2:13][CH2:12][N:11]([CH2:14][C:15]2[C:20]([C:21]([F:24])([F:23])[F:22])=[CH:19][C:18]([C:25](=[O:40])[NH:26][CH2:27][C:28]3[CH:33]=[C:32]([Cl:34])[CH:31]=[CH:30][C:29]=3[S:35]([CH2:38][CH3:39])(=[O:37])=[O:36])=[C:17]([NH2:41])[C:16]=2[Br:42])[CH2:10][CH2:9]1)=[O:7])([CH3:4])([CH3:3])[CH3:2].ClC1C(C2OCCO2)=C(OC(F)(F)F)C=C2C=1N[C:51](=[O:54])N(CC1C=C(Cl)C=CC=1S(CC)(=O)=O)C2=O. (2) Given the product [NH2:15][CH:16]1[CH2:19][N:18]([C:20]2[S:21][C:22]([C:27]([O:29][CH3:30])=[O:28])=[C:23]([CH2:25][CH3:26])[N:24]=2)[CH2:17]1, predict the reactants needed to synthesize it. The reactants are: Cl.C(OCC)(=O)C.C(OC([NH:15][CH:16]1[CH2:19][N:18]([C:20]2[S:21][C:22]([C:27]([O:29][CH3:30])=[O:28])=[C:23]([CH2:25][CH3:26])[N:24]=2)[CH2:17]1)=O)(C)(C)C.CO.